This data is from Reaction yield outcomes from USPTO patents with 853,638 reactions. The task is: Predict the reaction yield, written as a fraction of the theoretical maximum amount of product (1.0 means a 100% yield; for example, 0.34 means a 34% yield). (1) The reactants are [Mg].[CH2:2](Br)[C:3]#[CH:4].[C:6]([O:10][C:11]([NH:13][C@@H:14]([CH2:29][CH:30]1[CH2:35][CH2:34][CH2:33][CH2:32][CH2:31]1)[C@@H:15]([O:18][Si:19]([CH:26]([CH3:28])[CH3:27])([CH:23]([CH3:25])[CH3:24])[CH:20]([CH3:22])[CH3:21])[CH:16]=[O:17])=[O:12])([CH3:9])([CH3:8])[CH3:7].[NH4+].[Cl-]. The catalyst is CCOCC.C(Br)C#C.C1(C)C=CC=CC=1.Cl[Hg]Cl. The product is [C:6]([O:10][C:11]([NH:13][C@@H:14]([CH2:29][CH:30]1[CH2:31][CH2:32][CH2:33][CH2:34][CH2:35]1)[C@@H:15]([O:18][Si:19]([CH:20]([CH3:21])[CH3:22])([CH:23]([CH3:24])[CH3:25])[CH:26]([CH3:27])[CH3:28])[CH:16]([OH:17])[CH2:4][C:3]#[CH:2])=[O:12])([CH3:7])([CH3:8])[CH3:9]. The yield is 0.665. (2) The reactants are Br[C:2]1[CH:3]=[N:4][CH:5]=[C:6]2[C:11]=1[N:10]=[C:9]([C:12]([NH:14][CH2:15][CH2:16][S:17]([CH3:20])(=[O:19])=[O:18])=[O:13])[CH:8]=[CH:7]2.[F:21][C:22]1[CH:27]=[CH:26][C:25](B(O)O)=[CH:24][CH:23]=1.C(=O)([O-])[O-].[Cs+].[Cs+]. The catalyst is O1CCOCC1.O.C1(P([C-]2C=CC=C2)C2C=CC=CC=2)C=CC=CC=1.[C-]1(P(C2C=CC=CC=2)C2C=CC=CC=2)C=CC=C1.[Fe+2].[Pd](Cl)Cl. The product is [F:21][C:22]1[CH:27]=[CH:26][C:25]([C:2]2[CH:3]=[N:4][CH:5]=[C:6]3[C:11]=2[N:10]=[C:9]([C:12]([NH:14][CH2:15][CH2:16][S:17]([CH3:20])(=[O:19])=[O:18])=[O:13])[CH:8]=[CH:7]3)=[CH:24][CH:23]=1. The yield is 0.940. (3) The reactants are [F:1][C:2]1[CH:11]=[C:10]2[C:5]([CH:6]=[CH:7][NH:8][C:9]2=[O:12])=[CH:4][CH:3]=1.CS(O)(=O)=O.[CH3:18][OH:19]. No catalyst specified. The product is [F:1][C:2]1[CH:11]=[C:10]2[C:5]([C:6]([O:19][CH3:18])=[CH:7][NH:8][C:9]2=[O:12])=[CH:4][CH:3]=1. The yield is 0.840.